Predict the reactants needed to synthesize the given product. From a dataset of Retrosynthesis with 50K atom-mapped reactions and 10 reaction types from USPTO. (1) Given the product CC1(C)C=C(c2ccc(F)cc2)c2ccc(NS(C)(=O)=O)cc2O1, predict the reactants needed to synthesize it. The reactants are: CC1(C)C=C(c2ccc(F)cc2)c2ccc(N)cc2O1.CS(=O)(=O)Cl. (2) Given the product CC(C)[Si](c1ccc2ccc(-c3ccc4c(c3)C(=O)c3ccccc3C4=O)cc2c1)(C(C)C)C(C)C, predict the reactants needed to synthesize it. The reactants are: CC(C)[Si](c1ccc2ccc(B3OC(C)(C)C(C)(C)O3)cc2c1)(C(C)C)C(C)C.O=C1c2ccccc2C(=O)c2cc(Cl)ccc21. (3) Given the product COC(=O)C[C@H](C)NC(C)=O, predict the reactants needed to synthesize it. The reactants are: COC(=O)/C=C(\C)NC(C)=O.